Task: Regression. Given two drug SMILES strings and cell line genomic features, predict the synergy score measuring deviation from expected non-interaction effect.. Dataset: NCI-60 drug combinations with 297,098 pairs across 59 cell lines (1) Drug 1: C1=CC(=CC=C1CCC2=CNC3=C2C(=O)NC(=N3)N)C(=O)NC(CCC(=O)O)C(=O)O. Drug 2: CC(C)CN1C=NC2=C1C3=CC=CC=C3N=C2N. Cell line: MDA-MB-231. Synergy scores: CSS=8.05, Synergy_ZIP=-5.70, Synergy_Bliss=3.00, Synergy_Loewe=-5.52, Synergy_HSA=3.40. (2) Drug 1: CC1=C(C=C(C=C1)NC2=NC=CC(=N2)N(C)C3=CC4=NN(C(=C4C=C3)C)C)S(=O)(=O)N.Cl. Drug 2: C1C(C(OC1N2C=NC(=NC2=O)N)CO)O. Cell line: OVCAR-8. Synergy scores: CSS=24.6, Synergy_ZIP=-8.63, Synergy_Bliss=-1.67, Synergy_Loewe=-19.1, Synergy_HSA=-1.02. (3) Drug 1: C1=NC2=C(N=C(N=C2N1C3C(C(C(O3)CO)O)F)Cl)N. Drug 2: CC1CCC2CC(C(=CC=CC=CC(CC(C(=O)C(C(C(=CC(C(=O)CC(OC(=O)C3CCCCN3C(=O)C(=O)C1(O2)O)C(C)CC4CCC(C(C4)OC)OCCO)C)C)O)OC)C)C)C)OC. Cell line: UACC62. Synergy scores: CSS=1.86, Synergy_ZIP=-1.55, Synergy_Bliss=-2.00, Synergy_Loewe=-3.31, Synergy_HSA=-2.10. (4) Drug 1: CCC1(CC2CC(C3=C(CCN(C2)C1)C4=CC=CC=C4N3)(C5=C(C=C6C(=C5)C78CCN9C7C(C=CC9)(C(C(C8N6C=O)(C(=O)OC)O)OC(=O)C)CC)OC)C(=O)OC)O.OS(=O)(=O)O. Drug 2: N.N.Cl[Pt+2]Cl. Cell line: UACC62. Synergy scores: CSS=44.0, Synergy_ZIP=-2.77, Synergy_Bliss=-3.95, Synergy_Loewe=-6.45, Synergy_HSA=-0.100.